This data is from Full USPTO retrosynthesis dataset with 1.9M reactions from patents (1976-2016). The task is: Predict the reactants needed to synthesize the given product. (1) Given the product [CH3:1][N:2]([CH3:47])[CH2:3][C:4]([N:6]1[C:14]2[C:9](=[CH:10][C:11]([O:45][CH3:46])=[C:12]([NH:15][C:16]3[NH:21][C:20]4=[N:22][CH:23]=[CH:24][C:19]4=[C:18]([NH:35][C:36]4[CH:44]=[CH:43][CH:42]=[CH:41][C:37]=4[C:38]([NH2:40])=[O:39])[N:17]=3)[CH:13]=2)[CH2:8][CH2:7]1)=[O:5], predict the reactants needed to synthesize it. The reactants are: [CH3:1][N:2]([CH3:47])[CH2:3][C:4]([N:6]1[C:14]2[C:9](=[CH:10][C:11]([O:45][CH3:46])=[C:12]([NH:15][C:16]3[N:17]=[C:18]([NH:35][C:36]4[CH:44]=[CH:43][CH:42]=[CH:41][C:37]=4[C:38]([NH2:40])=[O:39])[C:19]4[CH:24]=[CH:23][N:22](S(C5C=CC(C)=CC=5)(=O)=O)[C:20]=4[N:21]=3)[CH:13]=2)[CH2:8][CH2:7]1)=[O:5].[OH-].[K+]. (2) Given the product [Si:1]([O:8][C@H:9]1[CH2:18][C:17]([CH3:20])([CH3:19])[CH2:16][C:15]2[N:14]=[C:13]([CH:21]3[CH2:22][CH2:23][O:24][CH2:25][CH2:26]3)[C:12]([C@@H:27]([OH:28])[C:36]3[CH:37]=[CH:38][C:39]([C:44]([F:45])([F:46])[F:47])=[C:40]([CH:43]=3)[C:41]#[N:42])=[C:11]([C:29]3[CH2:30][CH2:31][O:32][CH2:33][CH:34]=3)[C:10]1=2)([C:4]([CH3:5])([CH3:6])[CH3:7])([CH3:3])[CH3:2], predict the reactants needed to synthesize it. The reactants are: [Si:1]([O:8][C@H:9]1[CH2:18][C:17]([CH3:20])([CH3:19])[CH2:16][C:15]2[N:14]=[C:13]([CH:21]3[CH2:26][CH2:25][O:24][CH2:23][CH2:22]3)[C:12]([CH:27]=[O:28])=[C:11]([C:29]3[CH2:30][CH2:31][O:32][CH2:33][CH:34]=3)[C:10]1=2)([C:4]([CH3:7])([CH3:6])[CH3:5])([CH3:3])[CH3:2].I[C:36]1[CH:37]=[CH:38][C:39]([C:44]([F:47])([F:46])[F:45])=[C:40]([CH:43]=1)[C:41]#[N:42].C([Mg]Cl)(C)C.[Cl-].[Li+].C([Mg]Cl)(C)C. (3) Given the product [C:1]([OH:6])(=[O:5])[CH:2]([CH3:4])[OH:3].[CH3:7][O:8][CH2:9][CH2:10][O:11][CH2:12][CH2:13][O:14][CH2:15][CH2:16][OH:17], predict the reactants needed to synthesize it. The reactants are: [C:1]([OH:6])(=[O:5])[C@H:2]([CH3:4])[OH:3].[CH3:7][O:8][CH2:9][CH2:10][O:11][CH2:12][CH2:13][O:14][CH2:15][CH2:16][OH:17].C(OC(=O)C)(=O)C. (4) Given the product [Si:2]([O:1][CH:9]1[CH2:14][CH2:13][C:12]([C:16]#[CH:17])([OH:15])[CH2:11][CH2:10]1)([C:5]([CH3:8])([CH3:7])[CH3:6])([CH3:4])[CH3:3], predict the reactants needed to synthesize it. The reactants are: [O:1]([CH:9]1[CH2:14][CH2:13][C:12](=[O:15])[CH2:11][CH2:10]1)[Si:2]([C:5]([CH3:8])([CH3:7])[CH3:6])([CH3:4])[CH3:3].[C:16]([Mg]Br)#[CH:17]. (5) Given the product [ClH:67].[ClH:67].[CH3:2][C:1]1[O:7][C:6]([C:8]2[N:9]=[CH:10][N:11]3[C:16]4[CH:17]=[CH:18][CH:19]=[C:20]([CH2:21][CH2:22][N:23]5[CH2:24][CH2:25][N:26]([C:29]6[CH:38]=[CH:37][CH:36]=[C:35]7[C:30]=6[CH:31]=[CH:32][C:33]([CH3:39])=[N:34]7)[CH2:27][CH2:28]5)[C:15]=4[O:14][CH2:13][C:12]=23)=[N:5][N:4]=1, predict the reactants needed to synthesize it. The reactants are: [C:1]([NH:4][NH:5][C:6]([C:8]1[N:9]=[CH:10][N:11]2[C:16]3[CH:17]=[CH:18][CH:19]=[C:20]([CH2:21][CH2:22][N:23]4[CH2:28][CH2:27][N:26]([C:29]5[CH:38]=[CH:37][CH:36]=[C:35]6[C:30]=5[CH:31]=[CH:32][C:33]([CH3:39])=[N:34]6)[CH2:25][CH2:24]4)[C:15]=3[O:14][CH2:13][C:12]=12)=[O:7])(=O)[CH3:2].N1C=CC=CC=1.S(OS(C(F)(F)F)(=O)=O)(C(F)(F)F)(=O)=O.C([O-])(O)=O.[Na+].C(Cl)[Cl:67].